Dataset: Forward reaction prediction with 1.9M reactions from USPTO patents (1976-2016). Task: Predict the product of the given reaction. (1) Given the reactants [H-].[H-].[H-].[H-].[Li+].[Al+3].[Br:7][C:8]1[CH:15]=[CH:14][C:11]([C:12]#[N:13])=[CH:10][C:9]=1[CH3:16].O.[OH-].[Na+], predict the reaction product. The product is: [Br:7][C:8]1[CH:15]=[CH:14][C:11]([CH2:12][NH2:13])=[CH:10][C:9]=1[CH3:16]. (2) Given the reactants [C:1]([O:5][C:6]([N:8]1[CH2:13][CH2:12][C:11]2[O:14][N:15]=[C:16]([C:17](O)=[O:18])[C:10]=2[CH:9]1[C:20]1[CH:25]=[CH:24][CH:23]=[CH:22][CH:21]=1)=[O:7])([CH3:4])([CH3:3])[CH3:2].CN([P+](ON1N=[N:44][C:39]2C=[CH:41][CH:42]=[CH:43][C:38]1=2)(N(C)C)N(C)C)C.F[P-](F)(F)(F)(F)F.CN1CCOCC1.N1CCCCC1, predict the reaction product. The product is: [C:20]1([CH:9]2[C:10]3[C:16]([C:17]([N:44]4[CH2:41][CH2:42][CH2:43][CH2:38][CH2:39]4)=[O:18])=[N:15][O:14][C:11]=3[CH2:12][CH2:13][N:8]2[C:6]([O:5][C:1]([CH3:2])([CH3:4])[CH3:3])=[O:7])[CH:21]=[CH:22][CH:23]=[CH:24][CH:25]=1. (3) Given the reactants [CH2:1]1[NH:6][CH2:5][CH2:4][N:3]([CH2:7]CCO)[CH2:2]1.CCN(C(C)C)C(C)C.Cl[C:21]([O:23][C:24]1[CH:29]=[CH:28]C([N+]([O-])=O)=CC=1)=[O:22].[CH:33]1[CH:34]=[CH:35][C:36]([N:39]2[CH2:44][CH2:43][NH:42][CH2:41][CH2:40]2)=[CH:37][CH:38]=1, predict the reaction product. The product is: [C:36]1([N:39]2[CH2:40][CH2:41][N:42]([C:21]([O:23][CH2:24][CH2:29][CH2:28][N:6]3[CH2:5][CH2:4][N:3]([CH3:7])[CH2:2][CH2:1]3)=[O:22])[CH2:43][CH2:44]2)[CH:35]=[CH:34][CH:33]=[CH:38][CH:37]=1. (4) Given the reactants [Cl:1][CH2:2][C:3]([NH:5][CH2:6][CH2:7][CH2:8][N:9]1[C:18]2[C:13](=[C:14]([F:23])[CH:15]=[CH:16][C:17]=2[O:19][CH2:20][CH2:21][CH3:22])[C:12](=[O:24])[C:11]([C:25]2[CH:30]=[CH:29][C:28]([O:31][CH3:32])=[CH:27][CH:26]=2)=[CH:10]1)=[O:4].[CH3:33][O:34][CH2:35][CH2:36][N:37]1[CH2:42][CH2:41][NH:40][CH2:39][CH2:38]1.C(N(CC)CC)C, predict the reaction product. The product is: [ClH:1].[F:23][C:14]1[CH:15]=[CH:16][C:17]([O:19][CH2:20][CH2:21][CH3:22])=[C:18]2[C:13]=1[C:12](=[O:24])[C:11]([C:25]1[CH:30]=[CH:29][C:28]([O:31][CH3:32])=[CH:27][CH:26]=1)=[CH:10][N:9]2[CH2:8][CH2:7][CH2:6][NH:5][C:3](=[O:4])[CH2:2][N:40]1[CH2:41][CH2:42][N:37]([CH2:36][CH2:35][O:34][CH3:33])[CH2:38][CH2:39]1. (5) Given the reactants [N:1]([C:4]1[CH:12]=[CH:11][C:7]([C:8](O)=[O:9])=[CH:6][CH:5]=1)=[N+:2]=[N-:3].C(Cl)(=O)C([Cl:16])=O.CN(C=O)C, predict the reaction product. The product is: [N:1]([C:4]1[CH:12]=[CH:11][C:7]([C:8]([Cl:16])=[O:9])=[CH:6][CH:5]=1)=[N+:2]=[N-:3]. (6) Given the reactants [CH3:1][C:2]1[N:6]=[CH:5][NH:4][N:3]=1.F[C:8]1[CH:13]=[CH:12][C:11]([N+:14]([O-:16])=[O:15])=[CH:10][C:9]=1[O:17][CH3:18].C(=O)([O-])[O-].[K+].[K+], predict the reaction product. The product is: [CH3:18][O:17][C:9]1[CH:10]=[C:11]([N+:14]([O-:16])=[O:15])[CH:12]=[CH:13][C:8]=1[N:4]1[CH:5]=[N:6][C:2]([CH3:1])=[N:3]1. (7) Given the reactants C(O[CH:5]([C:24]1(Br)[C:30](=[O:31])[N:29]2[C@@H:25]1[S:26][CH:27]=[C:28]2[C:32]([O:34]CC1C=CC([N+]([O-])=O)=CC=1)=[O:33])[C:6]1[N:23]=[C:9]2[N:10]=[CH:11][C:12]3[CH2:17][N:16]([C:18]([O:20][CH2:21][CH3:22])=[O:19])[CH2:15][CH2:14][C:13]=3[N:8]2[N:7]=1)(=O)C.C(#N)C, predict the reaction product. The product is: [CH2:21]([O:20][C:18]([N:16]1[CH2:15][CH2:14][C:13]2[N:8]3[N:7]=[C:6](/[CH:5]=[C:24]4\[C@@H:25]5[N:29]([C:30]\4=[O:31])[C:28]([C:32]([OH:34])=[O:33])=[CH:27][S:26]5)[N:23]=[C:9]3[N:10]=[CH:11][C:12]=2[CH2:17]1)=[O:19])[CH3:22].